The task is: Predict the product of the given reaction.. This data is from Forward reaction prediction with 1.9M reactions from USPTO patents (1976-2016). (1) Given the reactants [N:1]1[CH:6]=[CH:5][C:4]([C:7]2[S:8][CH:9]=[C:10]([CH2:12][C:13]([NH2:15])=[O:14])[N:11]=2)=[CH:3][CH:2]=1.CN(C)[CH:18]=[CH:19][C:20](=O)[CH3:21].[H-].[Na+].Cl, predict the reaction product. The product is: [CH3:18][C:19]1[NH:15][C:13](=[O:14])[C:12]([C:10]2[N:11]=[C:7]([C:4]3[CH:5]=[CH:6][N:1]=[CH:2][CH:3]=3)[S:8][CH:9]=2)=[CH:21][CH:20]=1. (2) Given the reactants CON(C)[C:4]([C:6]1[CH:7]=[C:8]2[C:12](=[CH:13][CH:14]=1)[NH:11][N:10]=[CH:9]2)=[O:5].[CH2:16]([Mg]Cl)[C:17]1[CH:22]=[CH:21][CH:20]=[CH:19][CH:18]=1.[Cl-].[NH4+], predict the reaction product. The product is: [NH:11]1[C:12]2[C:8](=[CH:7][C:6]([C:4](=[O:5])[CH2:16][C:17]3[CH:22]=[CH:21][CH:20]=[CH:19][CH:18]=3)=[CH:14][CH:13]=2)[CH:9]=[N:10]1. (3) Given the reactants Br[C:2]1[C:3]([NH:22][C:23]2[CH:28]=[CH:27][CH:26]=[CH:25][C:24]=2[P:29]([CH3:32])([CH3:31])=[O:30])=[N:4][C:5]([NH:8][C:9]2[CH:10]=[C:11]([NH:17][C:18](=[O:21])[CH:19]=[CH2:20])[CH:12]=[CH:13][C:14]=2[O:15][CH3:16])=[N:6][CH:7]=1, predict the reaction product. The product is: [CH3:31][P:29]([C:24]1[CH:25]=[CH:26][CH:27]=[CH:28][C:23]=1[NH:22][C:3]1[CH:2]=[CH:7][N:6]=[C:5]([NH:8][C:9]2[CH:10]=[C:11]([NH:17][C:18](=[O:21])[CH:19]=[CH2:20])[CH:12]=[CH:13][C:14]=2[O:15][CH3:16])[N:4]=1)([CH3:32])=[O:30]. (4) Given the reactants [Mg].Br[C:3]1([CH3:9])[CH2:8][CH2:7][CH2:6][CH2:5][CH2:4]1.Br[C:11]1[CH2:12][C:13]2[C:18]([CH:19]=1)=[CH:17][CH:16]=[CH:15][CH:14]=2, predict the reaction product. The product is: [CH:3]1([CH2:9][C:11]2[CH2:19][C:18]3[C:13]([CH:12]=2)=[CH:14][CH:15]=[CH:16][CH:17]=3)[CH2:8][CH2:7][CH2:6][CH2:5][CH2:4]1. (5) Given the reactants [F:1][C:2]1[CH:7]=[CH:6][C:5]([CH:8]([OH:29])[CH2:9][CH2:10][N:11]2[CH2:16][CH2:15][CH:14]([C:17]3[CH:18]=[C:19]([NH:23][C:24](=[O:28])[CH:25]([CH3:27])[CH3:26])[CH:20]=[CH:21][CH:22]=3)[CH2:13][CH2:12]2)=[CH:4][CH:3]=1.[C:30]1(O)[CH:35]=[CH:34][CH:33]=[CH:32][CH:31]=1, predict the reaction product. The product is: [F:1][C:2]1[CH:3]=[CH:4][C:5]([CH:8]([O:29][C:30]2[CH:35]=[CH:34][CH:33]=[CH:32][CH:31]=2)[CH2:9][CH2:10][N:11]2[CH2:16][CH2:15][CH:14]([C:17]3[CH:18]=[C:19]([NH:23][C:24](=[O:28])[CH:25]([CH3:26])[CH3:27])[CH:20]=[CH:21][CH:22]=3)[CH2:13][CH2:12]2)=[CH:6][CH:7]=1. (6) Given the reactants [ClH:1].[C:2]([C:4]1[CH:5]=[CH:6][C:7]([N:10]2[CH2:15][CH2:14][N:13](C(OC(C)(C)C)=O)[CH2:12][CH:11]2[CH3:23])=[N:8][CH:9]=1)#[N:3], predict the reaction product. The product is: [ClH:1].[CH3:23][CH:11]1[CH2:12][NH:13][CH2:14][CH2:15][N:10]1[C:7]1[CH:6]=[CH:5][C:4]([C:2]#[N:3])=[CH:9][N:8]=1. (7) Given the reactants CN(OC)[C:3]([C:5]1[N:6]=[CH:7][N:8]2[C:13]3[CH:14]=[CH:15][CH:16]=[C:17]([CH2:18][CH2:19][N:20]4[CH2:25][CH2:24][N:23]([C:26]5[CH:35]=[CH:34][CH:33]=[C:32]6[C:27]=5[CH:28]=[CH:29][C:30]([CH3:36])=[N:31]6)[CH2:22][CH2:21]4)[C:12]=3[O:11][CH2:10][C:9]=12)=[O:4].[CH:39]1([Mg]Br)[CH2:41][CH2:40]1.[ClH:44].C([O-])(O)=O.[Na+], predict the reaction product. The product is: [ClH:44].[ClH:44].[CH:39]1([C:3]([C:5]2[N:6]=[CH:7][N:8]3[C:13]4[CH:14]=[CH:15][CH:16]=[C:17]([CH2:18][CH2:19][N:20]5[CH2:21][CH2:22][N:23]([C:26]6[CH:35]=[CH:34][CH:33]=[C:32]7[C:27]=6[CH:28]=[CH:29][C:30]([CH3:36])=[N:31]7)[CH2:24][CH2:25]5)[C:12]=4[O:11][CH2:10][C:9]=23)=[O:4])[CH2:41][CH2:40]1. (8) Given the reactants [Cl:1][C:2]1[C:3]([CH3:19])=[N:4][O:5][C:6]=1[NH:7][S:8]([C:11]1[CH:15]=[CH:14][S:13][C:12]=1[C:16]([OH:18])=[O:17])(=[O:10])=[O:9].[Li][CH2:21]CCC.IC, predict the reaction product. The product is: [Cl:1][C:2]1[C:3]([CH3:19])=[N:4][O:5][C:6]=1[NH:7][S:8]([C:11]1[CH:15]=[C:14]([CH3:21])[S:13][C:12]=1[C:16]([OH:18])=[O:17])(=[O:10])=[O:9].